The task is: Predict the reactants needed to synthesize the given product.. This data is from Full USPTO retrosynthesis dataset with 1.9M reactions from patents (1976-2016). Given the product [Br:16][C:13]1[CH:14]=[CH:15][C:10]([C:8](=[CH2:2])[CH2:7][CH3:6])=[CH:11][CH:12]=1, predict the reactants needed to synthesize it. The reactants are: [Li][CH2:2]CCC.[CH3:6][CH2:7][C:8]([C:10]1[CH:15]=[CH:14][C:13]([Br:16])=[CH:12][CH:11]=1)=O.